The task is: Regression. Given two drug SMILES strings and cell line genomic features, predict the synergy score measuring deviation from expected non-interaction effect.. This data is from NCI-60 drug combinations with 297,098 pairs across 59 cell lines. (1) Drug 2: C1C(C(OC1N2C=NC(=NC2=O)N)CO)O. Drug 1: C1=CN(C=N1)CC(O)(P(=O)(O)O)P(=O)(O)O. Synergy scores: CSS=0.851, Synergy_ZIP=0.275, Synergy_Bliss=1.49, Synergy_Loewe=0.592, Synergy_HSA=0.718. Cell line: NCI-H226. (2) Drug 1: CC(CN1CC(=O)NC(=O)C1)N2CC(=O)NC(=O)C2. Drug 2: C#CCC(CC1=CN=C2C(=N1)C(=NC(=N2)N)N)C3=CC=C(C=C3)C(=O)NC(CCC(=O)O)C(=O)O. Cell line: KM12. Synergy scores: CSS=13.0, Synergy_ZIP=-9.42, Synergy_Bliss=-9.61, Synergy_Loewe=-8.06, Synergy_HSA=-8.30. (3) Drug 1: C1=CC(=C2C(=C1NCCNCCO)C(=O)C3=C(C=CC(=C3C2=O)O)O)NCCNCCO. Drug 2: C1=CC(=CC=C1CC(C(=O)O)N)N(CCCl)CCCl.Cl. Cell line: HS 578T. Synergy scores: CSS=45.5, Synergy_ZIP=4.54, Synergy_Bliss=6.34, Synergy_Loewe=-3.67, Synergy_HSA=7.34. (4) Drug 1: CCC1=CC2CC(C3=C(CN(C2)C1)C4=CC=CC=C4N3)(C5=C(C=C6C(=C5)C78CCN9C7C(C=CC9)(C(C(C8N6C)(C(=O)OC)O)OC(=O)C)CC)OC)C(=O)OC.C(C(C(=O)O)O)(C(=O)O)O. Drug 2: CC1=CC2C(CCC3(C2CCC3(C(=O)C)OC(=O)C)C)C4(C1=CC(=O)CC4)C. Cell line: SK-MEL-28. Synergy scores: CSS=36.2, Synergy_ZIP=4.04, Synergy_Bliss=2.36, Synergy_Loewe=-39.6, Synergy_HSA=-0.847. (5) Drug 1: CC1C(C(CC(O1)OC2CC(CC3=C2C(=C4C(=C3O)C(=O)C5=C(C4=O)C(=CC=C5)OC)O)(C(=O)CO)O)N)O.Cl. Cell line: IGROV1. Drug 2: CCN(CC)CCCC(C)NC1=C2C=C(C=CC2=NC3=C1C=CC(=C3)Cl)OC. Synergy scores: CSS=1.38, Synergy_ZIP=0.120, Synergy_Bliss=1.09, Synergy_Loewe=-0.128, Synergy_HSA=0.132. (6) Synergy scores: CSS=56.5, Synergy_ZIP=0.116, Synergy_Bliss=1.72, Synergy_Loewe=-47.3, Synergy_HSA=0.579. Cell line: SNB-75. Drug 2: CS(=O)(=O)OCCCCOS(=O)(=O)C. Drug 1: CC1C(C(CC(O1)OC2CC(OC(C2O)C)OC3=CC4=CC5=C(C(=O)C(C(C5)C(C(=O)C(C(C)O)O)OC)OC6CC(C(C(O6)C)O)OC7CC(C(C(O7)C)O)OC8CC(C(C(O8)C)O)(C)O)C(=C4C(=C3C)O)O)O)O. (7) Synergy scores: CSS=-8.76, Synergy_ZIP=4.37, Synergy_Bliss=-0.113, Synergy_Loewe=-8.03, Synergy_HSA=-8.19. Drug 1: CC(C)(C#N)C1=CC(=CC(=C1)CN2C=NC=N2)C(C)(C)C#N. Cell line: IGROV1. Drug 2: COC1=NC(=NC2=C1N=CN2C3C(C(C(O3)CO)O)O)N. (8) Drug 1: CCCCC(=O)OCC(=O)C1(CC(C2=C(C1)C(=C3C(=C2O)C(=O)C4=C(C3=O)C=CC=C4OC)O)OC5CC(C(C(O5)C)O)NC(=O)C(F)(F)F)O. Drug 2: CC1C(C(CC(O1)OC2CC(CC3=C2C(=C4C(=C3O)C(=O)C5=CC=CC=C5C4=O)O)(C(=O)C)O)N)O. Cell line: HOP-62. Synergy scores: CSS=39.3, Synergy_ZIP=-1.90, Synergy_Bliss=-4.29, Synergy_Loewe=-13.6, Synergy_HSA=-3.85. (9) Drug 1: CC1=CC2C(CCC3(C2CCC3(C(=O)C)OC(=O)C)C)C4(C1=CC(=O)CC4)C. Drug 2: C1=NC2=C(N1)C(=S)N=CN2. Cell line: HT29. Synergy scores: CSS=19.6, Synergy_ZIP=-6.06, Synergy_Bliss=-5.06, Synergy_Loewe=-25.5, Synergy_HSA=-6.07. (10) Drug 1: CS(=O)(=O)CCNCC1=CC=C(O1)C2=CC3=C(C=C2)N=CN=C3NC4=CC(=C(C=C4)OCC5=CC(=CC=C5)F)Cl. Drug 2: CC1C(C(CC(O1)OC2CC(OC(C2O)C)OC3=CC4=CC5=C(C(=O)C(C(C5)C(C(=O)C(C(C)O)O)OC)OC6CC(C(C(O6)C)O)OC7CC(C(C(O7)C)O)OC8CC(C(C(O8)C)O)(C)O)C(=C4C(=C3C)O)O)O)O. Cell line: SR. Synergy scores: CSS=24.9, Synergy_ZIP=-0.501, Synergy_Bliss=-3.42, Synergy_Loewe=-49.8, Synergy_HSA=-4.79.